Dataset: Forward reaction prediction with 1.9M reactions from USPTO patents (1976-2016). Task: Predict the product of the given reaction. (1) Given the reactants [CH2:1]([O:3][C:4]([C:6]1[C:7]([OH:25])=[C:8]2[C:14]([Br:15])=[C:13]([Br:16])[N:12]([C:17]3[CH:22]=[CH:21][C:20](OC)=[CH:19][CH:18]=3)[C:9]2=[CH:10][N:11]=1)=[O:5])[CH3:2].[F:26]C1C=CC(N)=CC=1, predict the reaction product. The product is: [CH2:1]([O:3][C:4]([C:6]1[C:7]([OH:25])=[C:8]2[C:14]([Br:15])=[C:13]([Br:16])[N:12]([C:17]3[CH:22]=[CH:21][C:20]([F:26])=[CH:19][CH:18]=3)[C:9]2=[CH:10][N:11]=1)=[O:5])[CH3:2]. (2) Given the reactants [CH2:1]([O:8][C:9](=[O:22])[C:10]1[CH:15]=[CH:14][C:13]([N:16]2[CH2:21][CH2:20]NCC2)=[CH:12][CH:11]=1)[C:2]1C=CC=CC=1.C([O:25][C:26](=[O:34])[C:27]1[CH:32]=[CH:31][C:30](F)=[CH:29][CH:28]=1)C.C(N(C(C)C)CC)(C)C, predict the reaction product. The product is: [CH2:26]([C:13]1[CH:12]=[CH:11][C:10]([C:9]([O-:8])=[O:22])=[CH:15][CH:14]=1)[C:27]1[CH:32]=[CH:31][CH:30]=[CH:29][CH:28]=1.[NH:16]1[CH2:13][CH2:14][CH2:15][CH2:20][CH2:21]1.[CH3:1][CH2:2][C:30]1[CH:29]=[CH:28][C:27]([C:26]([OH:25])=[O:34])=[CH:32][CH:31]=1. (3) Given the reactants [C:1]([C:3]1[C:4]([N:10]=[CH:11][N:12](C)C)=[N:5][C:6]([CH3:9])=[CH:7][CH:8]=1)#[N:2].[CH3:15][O:16][C:17](=[O:40])[C:18]1[CH:23]=[CH:22][C:21]([S:24][C:25]2[CH:30]=[CH:29][C:28]([NH:31][C:32]([O:34][C:35]([CH3:38])([CH3:37])[CH3:36])=[O:33])=[CH:27][CH:26]=2)=[C:20](N)[CH:19]=1.CCOC(C)=O.C([O-])([O-])=O.[K+].[K+], predict the reaction product. The product is: [CH3:15][O:16][C:17](=[O:40])[C:18]1[CH:19]=[CH:20][C:21]([S:24][C:25]2[CH:30]=[CH:29][C:28]([NH:31][C:32]([O:34][C:35]([CH3:37])([CH3:36])[CH3:38])=[O:33])=[CH:27][CH:26]=2)=[C:22]([NH:2][C:1]2[C:3]3[CH:8]=[CH:7][C:6]([CH3:9])=[N:5][C:4]=3[N:10]=[CH:11][N:12]=2)[CH:23]=1. (4) Given the reactants [C:1]([O:5][C:6]([C:8]1[O:9][C:10]2[CH:17]=[CH:16][CH:15]=[C:14](OS(C(F)(F)F)(=O)=O)[C:11]=2[C:12]=1[CH3:13])=[O:7])([CH3:4])([CH3:3])[CH3:2].C([O-])([O-])=O.[K+].[K+].[N+:32]([C:35]1[CH:36]=[C:37](B(O)O)[CH:38]=[CH:39][CH:40]=1)([O-:34])=[O:33].COCCOC, predict the reaction product. The product is: [C:1]([O:5][C:6]([C:8]1[O:9][C:10]2[CH:17]=[CH:16][CH:15]=[C:14]([C:39]3[CH:38]=[CH:37][CH:36]=[C:35]([N+:32]([O-:34])=[O:33])[CH:40]=3)[C:11]=2[C:12]=1[CH3:13])=[O:7])([CH3:4])([CH3:3])[CH3:2]. (5) Given the reactants Cl.[OH:2][NH2:3].C(=O)(O)[O-].[Na+].[OH:9][CH2:10][C:11]1[CH:12]=[C:13]([CH:16]=[CH:17][CH:18]=1)[C:14]#[N:15], predict the reaction product. The product is: [OH:2][N:3]=[C:14]([C:13]1[CH:16]=[CH:17][CH:18]=[C:11]([CH2:10][OH:9])[CH:12]=1)[NH2:15]. (6) Given the reactants Cl[CH2:2][C:3]([NH:5][C:6]1[S:7][C:8]2[C:13]([N:14]=1)=[CH:12][CH:11]=[C:10]([O:15][C:16]1[CH:17]=[C:18]([NH:24][C:25](=[O:37])[C:26]3[CH:31]=[CH:30][CH:29]=[C:28]([C:32]([C:35]#[N:36])([CH3:34])[CH3:33])[CH:27]=3)[CH:19]=[CH:20][C:21]=1[CH2:22][CH3:23])[N:9]=2)=[O:4].C(N(CC)CC)C.[CH3:45][N:46]1[CH2:51][CH2:50][NH:49][CH2:48][CH2:47]1, predict the reaction product. The product is: [C:35]([C:32]([C:28]1[CH:27]=[C:26]([CH:31]=[CH:30][CH:29]=1)[C:25]([NH:24][C:18]1[CH:19]=[CH:20][C:21]([CH2:22][CH3:23])=[C:16]([O:15][C:10]2[N:9]=[C:8]3[S:7][C:6]([NH:5][C:3](=[O:4])[CH2:2][N:49]4[CH2:50][CH2:51][N:46]([CH3:45])[CH2:47][CH2:48]4)=[N:14][C:13]3=[CH:12][CH:11]=2)[CH:17]=1)=[O:37])([CH3:33])[CH3:34])#[N:36]. (7) Given the reactants [CH3:1][O:2][C:3]1[CH:8]=[N:7][C:6]([N:9]2[CH:13]=[N:12][C:11]([CH3:14])=[N:10]2)=[C:5]2[NH:15][CH:16]=[C:17]([C:18](=[O:22])[C:19]([OH:21])=O)[C:4]=12.[Br:23][C:24]1[CH:33]=[CH:32][CH:31]=[C:30]2[C:25]=1[CH2:26][CH2:27][NH:28][CH2:29]2.[B-](F)(F)(F)F.CN(C(ON1N=NC2C1=CC=CC=2)=[N+](C)C)C.CCN(C(C)C)C(C)C, predict the reaction product. The product is: [Br:23][C:24]1[CH:33]=[CH:32][CH:31]=[C:30]2[C:25]=1[CH2:26][CH2:27][N:28]([C:19](=[O:21])[C:18]([C:17]1[C:4]3[C:5](=[C:6]([N:9]4[CH:13]=[N:12][C:11]([CH3:14])=[N:10]4)[N:7]=[CH:8][C:3]=3[O:2][CH3:1])[NH:15][CH:16]=1)=[O:22])[CH2:29]2.